This data is from Reaction yield outcomes from USPTO patents with 853,638 reactions. The task is: Predict the reaction yield, written as a fraction of the theoretical maximum amount of product (1.0 means a 100% yield; for example, 0.34 means a 34% yield). (1) The reactants are C([O:4][CH2:5][C:6]1[C:7]([N:34]2[N:43]=[CH:42][C:41]3[C:36](=[C:37]([F:48])[CH:38]=[C:39]([C:44]([CH3:47])([CH3:46])[CH3:45])[CH:40]=3)[C:35]2=[O:49])=[N:8][CH:9]=[CH:10][C:11]=1[C:12]1[CH:17]=[C:16]([NH:18][C:19]2[CH:31]=[C:22]3[CH2:23][N:24]([CH:27]4[CH2:30][O:29][CH2:28]4)[CH2:25][CH2:26][N:21]3[N:20]=2)[C:15](=[O:32])[N:14]([CH3:33])[N:13]=1)(=O)C.[OH-].[Li+]. The catalyst is C(O)(C)C.C1COCC1.O. The product is [C:44]([C:39]1[CH:40]=[C:41]2[C:36](=[C:37]([F:48])[CH:38]=1)[C:35](=[O:49])[N:34]([C:7]1[C:6]([CH2:5][OH:4])=[C:11]([C:12]3[CH:17]=[C:16]([NH:18][C:19]4[CH:31]=[C:22]5[CH2:23][N:24]([CH:27]6[CH2:30][O:29][CH2:28]6)[CH2:25][CH2:26][N:21]5[N:20]=4)[C:15](=[O:32])[N:14]([CH3:33])[N:13]=3)[CH:10]=[CH:9][N:8]=1)[N:43]=[CH:42]2)([CH3:47])([CH3:45])[CH3:46]. The yield is 0.270. (2) The yield is 0.740. The catalyst is C(O)C. The reactants are [C:1]1([C:7]2[NH:11][C:10]([C:12]3[CH:13]=[CH:14][C:15]([N:18]4[CH2:23][CH2:22][NH:21][CH2:20][CH2:19]4)=[N:16][CH:17]=3)=[N:9][CH:8]=2)[CH:6]=[CH:5][CH:4]=[CH:3][CH:2]=1.C(N(CC)CC)C.Cl[C:32]1[N:37]=[CH:36][CH:35]=[CH:34][N:33]=1.[OH-].[NH4+]. The product is [C:1]1([C:7]2[N:11]=[C:10]([C:12]3[CH:13]=[CH:14][C:15]([N:18]4[CH2:23][CH2:22][N:21]([C:32]5[N:37]=[CH:36][CH:35]=[CH:34][N:33]=5)[CH2:20][CH2:19]4)=[N:16][CH:17]=3)[NH:9][CH:8]=2)[CH:2]=[CH:3][CH:4]=[CH:5][CH:6]=1. (3) The yield is 0.790. The product is [CH3:19][O:11][C:10](=[O:12])[C@@H:9]([NH:8][C:6]([O:5][C:1]([CH3:4])([CH3:2])[CH3:3])=[O:7])[CH:13]1[CH2:18][CH2:17][CH2:16][CH2:15][CH2:14]1. The reactants are [C:1]([O:5][C:6]([NH:8][C@@H:9]([CH:13]1[CH2:18][CH2:17][CH2:16][CH2:15][CH2:14]1)[C:10]([OH:12])=[O:11])=[O:7])([CH3:4])([CH3:3])[CH3:2].[CH3:19][Si](C=[N+]=[N-])(C)C. The catalyst is C1(C)C=CC=CC=1.CO. (4) The reactants are C1(P(C2C=CC=CC=2)C2C=CC=CC=2)C=CC=CC=1.BrN1C(=O)CCC1=O.[Cl:28][C:29]1[CH:30]=[C:31]([C@@H:39]([CH2:43][CH:44]2[CH2:48][CH2:47][CH2:46][CH2:45]2)[C:40]([OH:42])=O)[CH:32]=[CH:33][C:34]=1[S:35]([CH3:38])(=[O:37])=[O:36].[NH2:49][C:50]1[CH:55]=[CH:54][C:53]([CH3:56])=[CH:52][N:51]=1.N1C=CC=CC=1. The catalyst is C(Cl)Cl.O. The product is [Cl:28][C:29]1[CH:30]=[C:31]([C@@H:39]([CH2:43][CH:44]2[CH2:48][CH2:47][CH2:46][CH2:45]2)[C:40]([NH:49][C:50]2[CH:55]=[CH:54][C:53]([CH3:56])=[CH:52][N:51]=2)=[O:42])[CH:32]=[CH:33][C:34]=1[S:35]([CH3:38])(=[O:36])=[O:37]. The yield is 0.770. (5) No catalyst specified. The yield is 0.980. The reactants are [F:1][C:2]1[CH:7]=[CH:6][CH:5]=[CH:4][C:3]=1[CH2:8][CH2:9][OH:10].[CH:11]([N:14]([CH:18]([CH3:20])[CH3:19])[C:15](Cl)=[O:16])([CH3:13])[CH3:12].N1C=CC=CC=1.Cl. The product is [CH:11]([N:14]([CH:18]([CH3:20])[CH3:19])[C:15](=[O:16])[O:10][CH2:9][CH2:8][C:3]1[CH:4]=[CH:5][CH:6]=[CH:7][C:2]=1[F:1])([CH3:13])[CH3:12]. (6) The product is [CH3:32][C:22]1[CH:27]=[CH:26][C:25]([S:28]([O:9][CH2:8][C@@H:7]([NH:10][C:11]([O:12][C:13]([CH3:16])([CH3:15])[CH3:14])=[O:17])[C@H:6]([OH:18])[C@@H:5]([CH:19]2[CH2:20][CH2:21]2)[CH2:4][N:1]=[N+:2]=[N-:3])(=[O:30])=[O:29])=[CH:24][CH:23]=1. The reactants are [N:1]([CH2:4][C@H:5]([CH:19]1[CH2:21][CH2:20]1)[C@@H:6]([OH:18])[C@H:7]([NH:10][C:11](=[O:17])[O:12][C:13]([CH3:16])([CH3:15])[CH3:14])[CH2:8][OH:9])=[N+:2]=[N-:3].[C:22]1([CH3:32])[CH:27]=[CH:26][C:25]([S:28](Cl)(=[O:30])=[O:29])=[CH:24][CH:23]=1. The yield is 0.770. The catalyst is N1C=CC=CC=1.CN(C)C1C=CN=CC=1.CCOC(C)=O.O. (7) The reactants are [CH2:1]([O:8][C:9]1[CH:14]=[CH:13][C:12]([CH2:15][C@@H:16]([OH:27])[C:17]([O:19][CH2:20][C:21]2[CH:26]=[CH:25][CH:24]=[CH:23][CH:22]=2)=[O:18])=[CH:11][CH:10]=1)[C:2]1[CH:7]=[CH:6][CH:5]=[CH:4][CH:3]=1.N1C(C)=CC=CC=1C.FC(F)(F)S(OS(C(F)(F)F)(=O)=O)(=O)=O.C(OC(NNC)=O)(C)(C)C. The catalyst is ClCCl.C(OCC)(=O)C. The product is [CH2:1]([O:8][C:9]1[CH:14]=[CH:13][C:12]([CH2:15][C@H:16]([OH:27])[C:17]([O:19][CH2:20][C:21]2[CH:22]=[CH:23][CH:24]=[CH:25][CH:26]=2)=[O:18])=[CH:11][CH:10]=1)[C:2]1[CH:7]=[CH:6][CH:5]=[CH:4][CH:3]=1. The yield is 0.173. (8) The yield is 0.940. The product is [CH3:26][C:23]([CH3:27])([CH2:22][C@@:13]1([C:16]2[CH:21]=[CH:20][CH:19]=[CH:18][CH:17]=2)[O:12][C:11](=[O:28])[N:10]([C@H:8]([C:5]2[CH:6]=[CH:7][C:2]([C:33]3[CH:32]=[CH:31][C:30](=[O:29])[NH:35][CH:34]=3)=[CH:3][CH:4]=2)[CH3:9])[CH2:15][CH2:14]1)[C:24]#[N:25]. The catalyst is O1CCOCC1.C1C=CC(P(C2C=CC=CC=2)[C-]2C=CC=C2)=CC=1.C1C=CC(P(C2C=CC=CC=2)[C-]2C=CC=C2)=CC=1.Cl[Pd]Cl.[Fe+2]. The reactants are Br[C:2]1[CH:7]=[CH:6][C:5]([C@@H:8]([N:10]2[CH2:15][CH2:14][C@:13]([CH2:22][C:23]([CH3:27])([CH3:26])[C:24]#[N:25])([C:16]3[CH:21]=[CH:20][CH:19]=[CH:18][CH:17]=3)[O:12][C:11]2=[O:28])[CH3:9])=[CH:4][CH:3]=1.[O:29]=[C:30]1[NH:35][CH:34]=[C:33](B(O)O)[CH:32]=[CH:31]1.C([O-])([O-])=O.[Cs+].[Cs+]. (9) The reactants are [C:1]1([C:7]2[N:11]=[C:10]([C:12]3([CH2:18][NH2:19])[CH2:17][CH2:16][O:15][CH2:14][CH2:13]3)[NH:9][N:8]=2)[CH:6]=[CH:5][CH:4]=[CH:3][CH:2]=1.[F:20][C:21]([F:37])([F:36])[C:22]1[O:26][N:25]=[C:24]([C:27]2[CH:28]=[C:29]([CH:33]=[CH:34][CH:35]=2)[C:30](O)=[O:31])[N:23]=1. No catalyst specified. The product is [C:1]1([C:7]2[N:11]=[C:10]([C:12]3([CH2:18][NH:19][C:30](=[O:31])[C:29]4[CH:33]=[CH:34][CH:35]=[C:27]([C:24]5[N:23]=[C:22]([C:21]([F:37])([F:36])[F:20])[O:26][N:25]=5)[CH:28]=4)[CH2:13][CH2:14][O:15][CH2:16][CH2:17]3)[NH:9][N:8]=2)[CH:2]=[CH:3][CH:4]=[CH:5][CH:6]=1. The yield is 0.240.